From a dataset of Full USPTO retrosynthesis dataset with 1.9M reactions from patents (1976-2016). Predict the reactants needed to synthesize the given product. (1) Given the product [O:23]=[C:14]1[N:13]([C:10]2[CH:11]=[CH:12][C:4]3[C:3]4[N:33]=[C:25]([C:26]5[CH:31]=[CH:30][N:29]=[CH:28][CH:27]=5)[S:32][C:2]=4[CH2:8][CH2:7][CH2:6][C:5]=3[CH:9]=2)[CH2:17][C@H:16]([CH2:18][NH:19][C:20](=[O:22])[CH3:21])[O:15]1, predict the reactants needed to synthesize it. The reactants are: Br[CH:2]1[CH2:8][CH2:7][CH2:6][C:5]2[CH:9]=[C:10]([N:13]3[CH2:17][C@H:16]([CH2:18][NH:19][C:20](=[O:22])[CH3:21])[O:15][C:14]3=[O:23])[CH:11]=[CH:12][C:4]=2[C:3]1=O.[C:25]([NH2:33])(=[S:32])[C:26]1[CH:31]=[CH:30][N:29]=[CH:28][CH:27]=1. (2) Given the product [CH3:15][O:16][C:17]1[CH:58]=[C:57]([O:59][CH3:60])[CH:56]=[CH:55][C:18]=1[CH2:19][N:20]([CH2:21][C:22]1[CH:27]=[CH:26][N:25]=[C:24]2[N:28]([S:45]([C:48]3[CH:49]=[CH:50][C:51]([CH3:54])=[CH:52][CH:53]=3)(=[O:47])=[O:46])[C:29]([C:31]3[C:39]4[C:34](=[CH:35][C:36]([O:42][CH3:43])=[C:37]([O:40][CH3:41])[CH:38]=4)[N:33]([CH3:44])[CH:32]=3)=[CH:30][C:23]=12)[C:11]([NH:10][C:7]1[CH:6]=[CH:5][C:4]([O:3][C:2]([F:13])([F:14])[F:1])=[CH:9][CH:8]=1)=[O:12], predict the reactants needed to synthesize it. The reactants are: [F:1][C:2]([F:14])([F:13])[O:3][C:4]1[CH:9]=[CH:8][C:7]([N:10]=[C:11]=[O:12])=[CH:6][CH:5]=1.[CH3:15][O:16][C:17]1[CH:58]=[C:57]([O:59][CH3:60])[CH:56]=[CH:55][C:18]=1[CH2:19][NH:20][CH2:21][C:22]1[CH:27]=[CH:26][N:25]=[C:24]2[N:28]([S:45]([C:48]3[CH:53]=[CH:52][C:51]([CH3:54])=[CH:50][CH:49]=3)(=[O:47])=[O:46])[C:29]([C:31]3[C:39]4[C:34](=[CH:35][C:36]([O:42][CH3:43])=[C:37]([O:40][CH3:41])[CH:38]=4)[N:33]([CH3:44])[CH:32]=3)=[CH:30][C:23]=12.O. (3) Given the product [NH2:28][C:24]1[CH:23]=[C:22]([CH:27]=[CH:26][CH:25]=1)[CH2:21][NH:20][C:12]1[C:13]2[C:18]([CH3:19])=[N:17][CH:16]=[N:15][C:14]=2[N:9]([OH:8])[C:10](=[O:31])[CH:11]=1, predict the reactants needed to synthesize it. The reactants are: C([O:8][N:9]1[C:14]2[N:15]=[CH:16][N:17]=[C:18]([CH3:19])[C:13]=2[C:12]([NH:20][CH2:21][C:22]2[CH:27]=[CH:26][CH:25]=[C:24]([N+:28]([O-])=O)[CH:23]=2)=[CH:11][C:10]1=[O:31])C1C=CC=CC=1.CO.[H][H]. (4) Given the product [OH:11][CH2:10][CH2:9][CH2:8][N:1]1[CH2:6][CH2:5][O:4][CH2:3][CH2:2]1, predict the reactants needed to synthesize it. The reactants are: [NH:1]1[CH2:6][CH2:5][O:4][CH2:3][CH2:2]1.Br[CH2:8][CH2:9][CH2:10][OH:11]. (5) Given the product [CH2:13]([N:20]1[CH2:26][CH2:25][CH2:24][CH2:23][CH2:22][CH2:21]1)[C:14]1[CH:19]=[CH:18][CH:17]=[CH:16][CH:15]=1, predict the reactants needed to synthesize it. The reactants are: C[SiH](C)C1C=CC=CC=1[SiH](C)C.[CH2:13]([N:20]1[CH2:26][CH2:25][CH2:24][CH2:23][CH2:22][C:21]1=O)[C:14]1[CH:19]=[CH:18][CH:17]=[CH:16][CH:15]=1.